This data is from Catalyst prediction with 721,799 reactions and 888 catalyst types from USPTO. The task is: Predict which catalyst facilitates the given reaction. Reactant: [C:1]([O:5][C:6]([N:8]1[CH2:12][C@@H:11]([CH2:13][C@H:14]([O:18][C:19]2[CH:24]=[CH:23][C:22]([O:25][CH3:26])=[C:21]([O:27][CH2:28][CH2:29][CH2:30][O:31][CH3:32])[CH:20]=2)[CH:15]([CH3:17])[CH3:16])[C@H:10]([CH2:33][NH:34][CH:35]2[CH2:37][CH2:36]2)[CH2:9]1)=[O:7])([CH3:4])([CH3:3])[CH3:2].[O:38]1[CH2:43][CH2:42][CH:41]([CH2:44][C:45](O)=[O:46])[CH2:40][CH2:39]1.O.ON1C2C=CC=CC=2N=N1.Cl.CN(C)CCCN=C=NCC.C(N(CC)CC)C. Product: [C:1]([O:5][C:6]([N:8]1[CH2:12][C@@H:11]([CH2:13][C@H:14]([O:18][C:19]2[CH:24]=[CH:23][C:22]([O:25][CH3:26])=[C:21]([O:27][CH2:28][CH2:29][CH2:30][O:31][CH3:32])[CH:20]=2)[CH:15]([CH3:17])[CH3:16])[C@H:10]([CH2:33][N:34]([CH:35]2[CH2:36][CH2:37]2)[C:45](=[O:46])[CH2:44][CH:41]2[CH2:42][CH2:43][O:38][CH2:39][CH2:40]2)[CH2:9]1)=[O:7])([CH3:3])([CH3:4])[CH3:2]. The catalyst class is: 2.